This data is from Full USPTO retrosynthesis dataset with 1.9M reactions from patents (1976-2016). The task is: Predict the reactants needed to synthesize the given product. (1) Given the product [CH3:22][C:18]([N:15]1[CH2:16][CH2:17][N:12]([CH2:11][C:9]2[S:10][C:5]3[C:4]([N:25]4[CH2:30][CH2:29][O:28][CH2:27][CH2:26]4)=[N:3][C:2]([N:33]4[C:34]5[CH:40]=[CH:39][CH:38]=[CH:37][C:35]=5[N:36]=[C:32]4[CH3:31])=[N:7][C:6]=3[C:8]=2[CH3:24])[CH2:13][CH2:14]1)([CH3:23])[C:19]([NH2:21])=[O:20], predict the reactants needed to synthesize it. The reactants are: Cl[C:2]1[N:3]=[C:4]([N:25]2[CH2:30][CH2:29][O:28][CH2:27][CH2:26]2)[C:5]2[S:10][C:9]([CH2:11][N:12]3[CH2:17][CH2:16][N:15]([C:18]([CH3:23])([CH3:22])[C:19]([NH2:21])=[O:20])[CH2:14][CH2:13]3)=[C:8]([CH3:24])[C:6]=2[N:7]=1.[CH3:31][C:32]1[NH:36][C:35]2[CH:37]=[CH:38][CH:39]=[CH:40][C:34]=2[N:33]=1. (2) Given the product [CH3:5][O:4][C:2](=[O:3])[NH:6][C:7]1[CH:17]=[CH:16][C:15]([C:18]2[CH:19]=[C:20]3[C:26]([C:27]4[CH:32]=[CH:31][CH:30]=[CH:29][C:28]=4[O:33][CH3:34])=[N:25][NH:24][C:21]3=[N:22][CH:23]=2)=[CH:14][C:8]=1[C:9](=[O:10])[N:11]([CH3:13])[CH3:12], predict the reactants needed to synthesize it. The reactants are: Cl[C:2]([O:4][CH3:5])=[O:3].[NH2:6][C:7]1[CH:17]=[CH:16][C:15]([C:18]2[CH:19]=[C:20]3[C:26]([C:27]4[CH:32]=[CH:31][CH:30]=[CH:29][C:28]=4[O:33][CH3:34])=[N:25][NH:24][C:21]3=[N:22][CH:23]=2)=[CH:14][C:8]=1[C:9]([N:11]([CH3:13])[CH3:12])=[O:10].